This data is from CYP2D6 inhibition data for predicting drug metabolism from PubChem BioAssay. The task is: Regression/Classification. Given a drug SMILES string, predict its absorption, distribution, metabolism, or excretion properties. Task type varies by dataset: regression for continuous measurements (e.g., permeability, clearance, half-life) or binary classification for categorical outcomes (e.g., BBB penetration, CYP inhibition). Dataset: cyp2d6_veith. (1) The result is 0 (non-inhibitor). The compound is CCOc1ccc(-n2c(N)c(C(=O)NCc3cccnc3)sc2=S)cc1. (2) The drug is Oc1ccc2c3c1O[C@@H]1[C@@H](O)CC[C@]4(O)[C@H](C2)N(CC2CCC2)CC[C@@]314. The result is 0 (non-inhibitor).